Dataset: Forward reaction prediction with 1.9M reactions from USPTO patents (1976-2016). Task: Predict the product of the given reaction. Given the reactants [NH:1]1[CH2:6][CH2:5][NH:4][CH2:3][CH2:2]1.Br[CH2:8][CH2:9][O:10][C:11]1[CH:16]=[CH:15][C:14]([F:17])=[CH:13][C:12]=1[F:18].C([O-])([O-])=O.[K+].[K+], predict the reaction product. The product is: [F:18][C:12]1[CH:13]=[C:14]([F:17])[CH:15]=[CH:16][C:11]=1[O:10][CH2:9][CH2:8][N:1]1[CH2:6][CH2:5][NH:4][CH2:3][CH2:2]1.